The task is: Predict the reaction yield, written as a fraction of the theoretical maximum amount of product (1.0 means a 100% yield; for example, 0.34 means a 34% yield).. This data is from Reaction yield outcomes from USPTO patents with 853,638 reactions. (1) The reactants are [F:1][C:2]1[CH:3]=[C:4]([CH:31]=[CH:32][C:33]=1[NH:34][C:35]([C:37]1([C:40](=[O:49])[NH:41][C:42]2[CH:47]=[CH:46][C:45]([F:48])=[CH:44][CH:43]=2)[CH2:39][CH2:38]1)=[O:36])[O:5][C:6]1[CH:11]=[CH:10][N:9]=[C:8]([N:12](C(OC2C=CC=CC=2)=O)[C:13](=O)[O:14]C2C=CC=CC=2)[CH:7]=1.[CH3:50][N:51]([CH3:60])[CH2:52][CH2:53][N:54]1[CH2:59][CH2:58][NH:57][CH2:56][CH2:55]1. The catalyst is CN(C)C=O. The product is [CH3:50][N:51]([CH3:60])[CH2:52][CH2:53][N:54]1[CH2:59][CH2:58][N:57]([C:13]([NH:12][C:8]2[CH:7]=[C:6]([O:5][C:4]3[CH:31]=[CH:32][C:33]([NH:34][C:35]([C:37]4([C:40]([NH:41][C:42]5[CH:43]=[CH:44][C:45]([F:48])=[CH:46][CH:47]=5)=[O:49])[CH2:39][CH2:38]4)=[O:36])=[C:2]([F:1])[CH:3]=3)[CH:11]=[CH:10][N:9]=2)=[O:14])[CH2:56][CH2:55]1. The yield is 0.696. (2) The reactants are [NH2:1][C:2]1[N:3]=[C:4]2[CH:9]=[CH:8][C:7]([O:10][C:11]3[CH:12]=[C:13]([NH:17][C:18](=[O:30])[C:19]4[CH:24]=[CH:23][CH:22]=[C:21]([C:25]5([C:28]#[N:29])[CH2:27][CH2:26]5)[CH:20]=4)[CH:14]=[CH:15][CH:16]=3)=[N:6][N:5]2[CH:31]=1.[CH3:32][C:33]1[CH:41]=[CH:40][C:36]([C:37](Cl)=[O:38])=[CH:35][N:34]=1.Cl.CN(C)CCCN=C=NCC.ON1C2C=CC=CC=2N=N1. The product is [C:28]([C:25]1([C:21]2[CH:20]=[C:19]([CH:24]=[CH:23][CH:22]=2)[C:18]([NH:17][C:13]2[CH:12]=[C:11]([CH:16]=[CH:15][CH:14]=2)[O:10][C:7]2[CH:8]=[CH:9][C:4]3[N:5]([CH:31]=[C:2]([NH:1][C:37](=[O:38])[C:36]4[CH:40]=[CH:41][C:33]([CH3:32])=[N:34][CH:35]=4)[N:3]=3)[N:6]=2)=[O:30])[CH2:27][CH2:26]1)#[N:29]. The catalyst is CN(C)C=O. The yield is 0.230.